Dataset: Catalyst prediction with 721,799 reactions and 888 catalyst types from USPTO. Task: Predict which catalyst facilitates the given reaction. Reactant: [CH2:1]([Li])CCC.[CH3:6][O:7][C:8]1[CH:9]=[C:10]([CH2:25]O)[C:11]2[O:15][C:14]([C:16]3[CH:21]=[CH:20][C:19]([O:22][CH3:23])=[CH:18][CH:17]=3)=[CH:13][C:12]=2[CH:24]=1. Product: [CH3:6][O:7][C:8]1[CH:9]=[C:10]([CH:25]=[CH2:1])[C:11]2[O:15][C:14]([C:16]3[CH:17]=[CH:18][C:19]([O:22][CH3:23])=[CH:20][CH:21]=3)=[CH:13][C:12]=2[CH:24]=1. The catalyst class is: 307.